Dataset: Forward reaction prediction with 1.9M reactions from USPTO patents (1976-2016). Task: Predict the product of the given reaction. (1) Given the reactants [I:1][C:2]1[CH:3]=[C:4]([NH2:9])[CH:5]=[CH:6][C:7]=1[I:8].N1C=CC=CC=1.[F:16][C:17]([F:28])([F:27])[C:18](O[C:18](=[O:19])[C:17]([F:28])([F:27])[F:16])=[O:19], predict the reaction product. The product is: [I:1][C:2]1[CH:3]=[C:4]([NH:9][C:18](=[O:19])[C:17]([F:28])([F:27])[F:16])[CH:5]=[CH:6][C:7]=1[I:8]. (2) Given the reactants [OH:1][NH:2][C:3](=[NH:22])[C:4]1[C:14]2[O:13][CH2:12][CH2:11][N:10]([C:15]([O:17][C:18]([CH3:21])([CH3:20])[CH3:19])=[O:16])[CH2:9][C:8]=2[CH:7]=[CH:6][CH:5]=1.C(N(CC)CC)C.[Cl:30][C:31]1[CH:32]=[C:33]([CH:37]=[CH:38][C:39]=1[O:40][CH:41]([CH3:43])[CH3:42])[C:34](Cl)=O.O, predict the reaction product. The product is: [Cl:30][C:31]1[CH:32]=[C:33]([C:34]2[O:1][N:2]=[C:3]([C:4]3[C:14]4[O:13][CH2:12][CH2:11][N:10]([C:15]([O:17][C:18]([CH3:19])([CH3:21])[CH3:20])=[O:16])[CH2:9][C:8]=4[CH:7]=[CH:6][CH:5]=3)[N:22]=2)[CH:37]=[CH:38][C:39]=1[O:40][CH:41]([CH3:42])[CH3:43]. (3) Given the reactants [F:1][C:2]1[CH:10]=[CH:9][C:5]([C:6]([OH:8])=[O:7])=[C:4]([N+:11]([O-:13])=[O:12])[CH:3]=1.[CH3:14][C:15](OC(OC(O[C:15]([CH3:17])([CH3:16])[CH3:14])=O)=O)([CH3:17])[CH3:16], predict the reaction product. The product is: [C:15]([O:7][C:6](=[O:8])[C:5]1[CH:9]=[CH:10][C:2]([F:1])=[CH:3][C:4]=1[N+:11]([O-:13])=[O:12])([CH3:17])([CH3:16])[CH3:14]. (4) Given the reactants [Cl:1][C:2]1[C:3]([CH3:24])=[C:4]([N:10]2[CH2:14][CH:13]3[C@@H:15](CS([O-])(=O)=O)[CH2:16][CH2:17][N:12]3[C:11]2=[O:23])[CH:5]=[CH:6][C:7]=1[C:8]#[N:9].[N-:25]=[N+:26]=[N-:27].[Na+], predict the reaction product. The product is: [Cl:1][C:2]1[C:3]([CH3:24])=[C:4]([N:10]2[CH2:14][C@@H:13]3[C@H:15]([N:25]=[N+:26]=[N-:27])[CH2:16][CH2:17][N:12]3[C:11]2=[O:23])[CH:5]=[CH:6][C:7]=1[C:8]#[N:9]. (5) Given the reactants C(=O)([O-])[O-].[Cs+].[Cs+].FC(F)(F)S(O[C:13]1[CH:28]=[CH:27][C:16]2[N:17]([CH2:22][C:23]([CH3:26])([CH3:25])[CH3:24])[C:18](=[O:21])[N:19]([CH3:20])[C:15]=2[C:14]=1[F:29])(=O)=O.[C:32]1(B(O)O)[CH:37]=[CH:36][CH:35]=[CH:34][CH:33]=1, predict the reaction product. The product is: [CH3:24][C:23]([CH3:26])([CH3:25])[CH2:22][N:17]1[C:16]2[CH:27]=[CH:28][C:13]([C:32]3[CH:37]=[CH:36][CH:35]=[CH:34][CH:33]=3)=[C:14]([F:29])[C:15]=2[N:19]([CH3:20])[C:18]1=[O:21]. (6) Given the reactants [NH2:1][C:2]1[CH:7]=[CH:6][C:5]([F:8])=[CH:4][C:3]=1[NH:9][C:10]([NH:12][C:13]1[C:18]([Cl:19])=[CH:17][CH:16]=[CH:15][C:14]=1[Cl:20])=S.CI, predict the reaction product. The product is: [ClH:19].[Cl:20][C:14]1[CH:15]=[CH:16][CH:17]=[C:18]([Cl:19])[C:13]=1[NH:12][C:10]1[NH:9][C:3]2[CH:4]=[C:5]([F:8])[CH:6]=[CH:7][C:2]=2[N:1]=1. (7) Given the reactants [Br:1][C:2]1[CH:3]=[C:4]2[C:10]([C:11](=[O:13])[CH3:12])=[CH:9][NH:8][C:5]2=[N:6][CH:7]=1.[H-].[Na+].[CH3:16][C:17]1[CH:22]=[CH:21][C:20]([S:23](Cl)(=[O:25])=[O:24])=[CH:19][CH:18]=1, predict the reaction product. The product is: [Br:1][C:2]1[CH:3]=[C:4]2[C:10]([C:11](=[O:13])[CH3:12])=[CH:9][N:8]([S:23]([C:20]3[CH:21]=[CH:22][C:17]([CH3:16])=[CH:18][CH:19]=3)(=[O:25])=[O:24])[C:5]2=[N:6][CH:7]=1.